This data is from Catalyst prediction with 721,799 reactions and 888 catalyst types from USPTO. The task is: Predict which catalyst facilitates the given reaction. (1) Reactant: Br[C:2]1[S:22][C:5]2=[N:6][C:7]([CH3:21])=[CH:8][C:9]([NH:10][S:11]([C:14]3[CH:19]=[CH:18][CH:17]=[C:16]([Cl:20])[CH:15]=3)(=[O:13])=[O:12])=[C:4]2[C:3]=1[CH3:23].[N:24]1[C:33]2[C:28](=[CH:29][CH:30]=[CH:31][CH:32]=2)[CH:27]=[C:26](B(O)O)[CH:25]=1.C(=O)([O-])[O-].[K+].[K+]. Product: [Cl:20][C:16]1[CH:15]=[C:14]([S:11]([NH:10][C:9]2[CH:8]=[C:7]([CH3:21])[N:6]=[C:5]3[S:22][C:2]([C:26]4[CH:25]=[N:24][C:33]5[C:28]([CH:27]=4)=[CH:29][CH:30]=[CH:31][CH:32]=5)=[C:3]([CH3:23])[C:4]=23)(=[O:13])=[O:12])[CH:19]=[CH:18][CH:17]=1. The catalyst class is: 551. (2) Reactant: [CH2:1]([Li])CCC.C(NC(C)C)(C)C.[CH2:13]([O:17][C:18]1[CH:41]=[CH:40][C:21]([C:22]([NH:24][C:25]2[CH:30]=[CH:29][C:28]([N:31]3[CH2:35][CH2:34][CH:33]([N:36]([CH3:38])[CH3:37])[CH2:32]3)=[C:27]([F:39])[CH:26]=2)=[O:23])=[C:20]([CH3:42])[CH:19]=1)[CH2:14][CH2:15][CH3:16].Cl. Product: [CH2:13]([O:17][C:18]1[CH:19]=[C:20]2[C:21](=[CH:40][CH:41]=1)[C:22](=[O:23])[N:24]([C:25]1[CH:30]=[CH:29][C:28]([N:31]3[CH2:35][CH2:34][CH:33]([N:36]([CH3:38])[CH3:37])[CH2:32]3)=[C:27]([F:39])[CH:26]=1)[CH:1]=[CH:42]2)[CH2:14][CH2:15][CH3:16]. The catalyst class is: 118.